This data is from CYP3A4 inhibition data for predicting drug metabolism from PubChem BioAssay. The task is: Regression/Classification. Given a drug SMILES string, predict its absorption, distribution, metabolism, or excretion properties. Task type varies by dataset: regression for continuous measurements (e.g., permeability, clearance, half-life) or binary classification for categorical outcomes (e.g., BBB penetration, CYP inhibition). Dataset: cyp3a4_veith. (1) The compound is NC[C@H](CP(=O)(O)O)c1ccc(Cl)cc1. The result is 0 (non-inhibitor). (2) The molecule is CCCC[C@H]1C[C@@H]1[C@@H]1N(P(=O)(c2ccccc2)c2ccccc2)C[C@@](O)(c2ccccc2)CC12CC2. The result is 1 (inhibitor). (3) The drug is O=C1C(Cl)=C(Nc2ccc(S(=O)(=O)Nc3ccccn3)cc2)C(=O)c2ccccc21. The result is 0 (non-inhibitor). (4) The drug is COC(=O)[C@@]1(Cc2ccccc2)[C@@H]2C(=CC(=O)[C@H]2CC(=O)C(=O)N(C)C)CN1C(=O)c1ccccc1. The result is 1 (inhibitor). (5) The molecule is CS(=O)(=O)c1ccc([C@H](O)[C@H](CO)NC(=O)C(Cl)Cl)cc1. The result is 0 (non-inhibitor). (6) The drug is O=C(O)c1cc(N=Nc2ccc(S(=O)(=O)Nc3ccccn3)cc2)ccc1O. The result is 0 (non-inhibitor).